This data is from Peptide-MHC class I binding affinity with 185,985 pairs from IEDB/IMGT. The task is: Regression. Given a peptide amino acid sequence and an MHC pseudo amino acid sequence, predict their binding affinity value. This is MHC class I binding data. The peptide sequence is KTAVQMAVF. The MHC is HLA-A01:01 with pseudo-sequence HLA-A01:01. The binding affinity (normalized) is 0.0676.